Dataset: Forward reaction prediction with 1.9M reactions from USPTO patents (1976-2016). Task: Predict the product of the given reaction. Given the reactants [F:1][C:2]1[CH:10]=[C:9]([N+:11]([O-])=O)[CH:8]=[CH:7][C:3]=1[C:4]([OH:6])=O.C(Cl)(=O)C1C=CC=CC=1.C(Cl)(=O)C(Cl)=O.[N:29]1([CH2:35][CH2:36][CH2:37][NH2:38])[CH2:34][CH2:33][O:32][CH2:31][CH2:30]1, predict the reaction product. The product is: [NH2:11][C:9]1[CH:8]=[CH:7][C:3]([C:4]([NH:38][CH2:37][CH2:36][CH2:35][N:29]2[CH2:34][CH2:33][O:32][CH2:31][CH2:30]2)=[O:6])=[C:2]([F:1])[CH:10]=1.